This data is from Full USPTO retrosynthesis dataset with 1.9M reactions from patents (1976-2016). The task is: Predict the reactants needed to synthesize the given product. (1) The reactants are: [CH2:1]([O:8][C:9]1[CH:14]=[CH:13][C:12]([N:15]=[C:16]=[O:17])=[CH:11][CH:10]=1)[C:2]1[CH:7]=[CH:6][CH:5]=[CH:4][CH:3]=1.[C:18]([O:22][C:23](=[O:28])[NH:24][CH2:25][CH2:26][NH2:27])([CH3:21])([CH3:20])[CH3:19]. Given the product [CH2:1]([O:8][C:9]1[CH:14]=[CH:13][C:12]([NH:15][C:16](=[O:17])[NH:27][CH2:26][CH2:25][NH:24][C:23](=[O:28])[O:22][C:18]([CH3:20])([CH3:19])[CH3:21])=[CH:11][CH:10]=1)[C:2]1[CH:3]=[CH:4][CH:5]=[CH:6][CH:7]=1, predict the reactants needed to synthesize it. (2) Given the product [F:32][CH:30]([F:31])[C:22]1[C:23]2[C:28](=[CH:27][CH:26]=[C:25]([Br:29])[CH:24]=2)[N:20]([S:17]([C:15]2[CH:14]=[CH:13][C:12]([O:33][CH3:34])=[C:11]([N:8]3[CH2:9][CH2:10][NH:5][CH2:6][CH2:7]3)[CH:16]=2)(=[O:19])=[O:18])[CH:21]=1, predict the reactants needed to synthesize it. The reactants are: ClC(Cl)(Cl)C([N:5]1[CH2:10][CH2:9][N:8]([C:11]2[CH:16]=[C:15]([S:17]([N:20]3[C:28]4[C:23](=[CH:24][C:25]([Br:29])=[CH:26][CH:27]=4)[C:22]([CH:30]([F:32])[F:31])=[CH:21]3)(=[O:19])=[O:18])[CH:14]=[CH:13][C:12]=2[O:33][CH3:34])[CH2:7][CH2:6]1)=O.[OH-].[K+]. (3) Given the product [CH3:44][C:45]1([CH3:52])[O:49][CH:48]([CH2:50][O:34][C:35]2[CH:40]=[CH:39][C:38]([C:41](=[O:43])[CH3:42])=[CH:37][CH:36]=2)[CH2:47][O:46]1, predict the reactants needed to synthesize it. The reactants are: C1(P(C2C=CC=CC=2)C2C=CC=CC=2)C=CC=CC=1.N(C(OC(C)C)=O)=NC(OC(C)C)=O.[OH:34][C:35]1[CH:40]=[CH:39][C:38]([C:41](=[O:43])[CH3:42])=[CH:37][CH:36]=1.[CH3:44][C:45]1([CH3:52])[O:49][CH:48]([CH2:50]O)[CH2:47][O:46]1. (4) Given the product [CH3:27][O:28][C:29]([CH:31]1[CH2:36][CH2:35][CH:34]([CH2:37][O:8][C:6]2[CH:7]=[C:2]([Cl:1])[CH:3]=[CH:4][C:5]=2[C:9]2[N:13]([CH2:14][CH:15]3[CH2:16][CH2:17][CH2:18][CH2:19][CH2:20]3)[C:12]3[CH:21]=[C:22]([F:26])[C:23]([F:25])=[CH:24][C:11]=3[N:10]=2)[CH2:33][CH2:32]1)=[O:30], predict the reactants needed to synthesize it. The reactants are: [Cl:1][C:2]1[CH:3]=[CH:4][C:5]([C:9]2[N:13]([CH2:14][CH:15]3[CH2:20][CH2:19][CH2:18][CH2:17][CH2:16]3)[C:12]3[CH:21]=[C:22]([F:26])[C:23]([F:25])=[CH:24][C:11]=3[N:10]=2)=[C:6]([OH:8])[CH:7]=1.[CH3:27][O:28][C:29]([CH:31]1[CH2:36][CH2:35][CH:34]([CH2:37]OS(C2C=CC(C)=CC=2)(=O)=O)[CH2:33][CH2:32]1)=[O:30]. (5) Given the product [CH3:25][CH:24]([CH3:26])[CH2:23][O:22][C:17]1[CH:18]=[CH:19][CH:20]=[CH:21][C:16]=1[CH2:15][N:1]1[CH:5]=[C:4]([C:6]2[CH:11]=[C:10]([C:12]#[N:13])[CH:9]=[CH:8][N:7]=2)[N:3]=[CH:2]1, predict the reactants needed to synthesize it. The reactants are: [NH:1]1[CH:5]=[C:4]([C:6]2[CH:11]=[C:10]([C:12]#[N:13])[CH:9]=[CH:8][N:7]=2)[N:3]=[CH:2]1.Br[CH2:15][C:16]1[CH:21]=[CH:20][CH:19]=[CH:18][C:17]=1[O:22][CH2:23][CH:24]([CH3:26])[CH3:25].